Dataset: Full USPTO retrosynthesis dataset with 1.9M reactions from patents (1976-2016). Task: Predict the reactants needed to synthesize the given product. (1) Given the product [CH:29]1([CH2:32][O:33][C:34]2[N:39]=[CH:38][C:37]([C:2]3[C:7](=[O:8])[N:6]([CH2:9][C:10]4[CH:15]=[CH:14][C:13]([C:16]5[C:17]([C:22]#[N:23])=[CH:18][CH:19]=[CH:20][CH:21]=5)=[CH:12][C:11]=4[F:24])[C:5]([CH2:25][CH2:26][CH3:27])=[N:4][C:3]=3[CH3:28])=[CH:36][CH:35]=2)[CH2:30][CH2:31]1, predict the reactants needed to synthesize it. The reactants are: Br[C:2]1[C:7](=[O:8])[N:6]([CH2:9][C:10]2[CH:15]=[CH:14][C:13]([C:16]3[C:17]([C:22]#[N:23])=[CH:18][CH:19]=[CH:20][CH:21]=3)=[CH:12][C:11]=2[F:24])[C:5]([CH2:25][CH2:26][CH3:27])=[N:4][C:3]=1[CH3:28].[CH:29]1([CH2:32][O:33][C:34]2[N:39]=[CH:38][C:37](B(O)O)=[CH:36][CH:35]=2)[CH2:31][CH2:30]1.C(=O)([O-])[O-].[Cs+].[Cs+].O1CCOCC1. (2) Given the product [N:1]([C:2]1[CH:3]=[CH:4][C:5]([O:8][CH3:9])=[N:6][CH:7]=1)=[C:10]=[S:11], predict the reactants needed to synthesize it. The reactants are: [NH2:1][C:2]1[CH:3]=[CH:4][C:5]([O:8][CH3:9])=[N:6][CH:7]=1.[C:10](N1C=CC=CC1=O)(N1C=CC=CC1=O)=[S:11]. (3) Given the product [CH3:17][C:12]1[CH:11]=[C:10]([N:6]2[CH:7]=[CH:8][C:4]([N+:1]([O-:3])=[O:2])=[N:5]2)[CH:15]=[CH:14][C:13]=1[CH3:16], predict the reactants needed to synthesize it. The reactants are: [N+:1]([C:4]1[CH:8]=[CH:7][NH:6][N:5]=1)([O-:3])=[O:2].Br[C:10]1[CH:15]=[CH:14][C:13]([CH3:16])=[C:12]([CH3:17])[CH:11]=1.N1CCC[C@H]1C(O)=O.C(=O)([O-])[O-].[K+].[K+]. (4) Given the product [C:23]([NH:27][C:20]([C:11]1[CH:12]=[C:13]([C:14]2[CH:19]=[CH:18][N:17]=[CH:16][N:15]=2)[N:9]([C:6]2[CH:7]=[N:8][C:3]([O:2][CH3:1])=[CH:4][CH:5]=2)[N:10]=1)=[O:22])([CH3:26])([CH3:25])[CH3:24], predict the reactants needed to synthesize it. The reactants are: [CH3:1][O:2][C:3]1[N:8]=[CH:7][C:6]([N:9]2[C:13]([C:14]3[CH:19]=[CH:18][N:17]=[CH:16][N:15]=3)=[CH:12][C:11]([C:20]([OH:22])=O)=[N:10]2)=[CH:5][CH:4]=1.[C:23]([NH2:27])([CH3:26])([CH3:25])[CH3:24].